From a dataset of Reaction yield outcomes from USPTO patents with 853,638 reactions. Predict the reaction yield, written as a fraction of the theoretical maximum amount of product (1.0 means a 100% yield; for example, 0.34 means a 34% yield). The reactants are [OH:1][CH2:2][C:3]1[N:4]=[C:5]([C:8](=[O:10])[CH3:9])[S:6][CH:7]=1.[C:11]([Mg]Br)#[CH:12]. The catalyst is C1COCC1. The product is [OH:1][CH2:2][C:3]1[N:4]=[C:5]([C:8]([OH:10])([C:11]#[CH:12])[CH3:9])[S:6][CH:7]=1. The yield is 0.318.